Dataset: Catalyst prediction with 721,799 reactions and 888 catalyst types from USPTO. Task: Predict which catalyst facilitates the given reaction. (1) Product: [C:22]([C:2]1[CH:7]=[CH:6][C:5]([C:8]([CH3:12])([CH3:11])[C:9]#[N:10])=[C:4]([CH3:13])[CH:3]=1)(=[O:24])[CH3:23]. Reactant: Br[C:2]1[CH:7]=[CH:6][C:5]([C:8]([CH3:12])([CH3:11])[C:9]#[N:10])=[C:4]([CH3:13])[CH:3]=1.C([Li])CCC.CON(C)[C:22](=[O:24])[CH3:23]. The catalyst class is: 220. (2) Reactant: [C:1]([O:5][C:6](=[O:19])[NH:7][C:8]1[CH:13]=[C:12](Cl)[C:11]([Cl:15])=[CH:10][C:9]=1[N+:16]([O-:18])=[O:17])([CH3:4])([CH3:3])[CH3:2].[NH:20]1[CH2:25][CH2:24][CH2:23][CH2:22][CH2:21]1. Product: [C:1]([O:5][C:6](=[O:19])[NH:7][C:8]1[CH:13]=[C:12]([N:20]2[CH2:25][CH2:24][CH2:23][CH2:22][CH2:21]2)[C:11]([Cl:15])=[CH:10][C:9]=1[N+:16]([O-:18])=[O:17])([CH3:4])([CH3:3])[CH3:2]. The catalyst class is: 16. (3) Product: [NH:1]1[C:9]2[C:4](=[CH:5][CH:6]=[CH:7][CH:8]=2)[C:3](/[CH:10]=[C:11]2\[O:12][C:13]3[C:20]([CH2:40][N:39]([CH3:41])[CH2:38][CH2:37][CH2:36][CH2:35][CH2:34][CH2:33][CH2:32][CH2:31][N:23]([CH3:22])[C:24](=[O:30])[O:25][C:26]([CH3:29])([CH3:28])[CH3:27])=[C:19]([OH:21])[CH:18]=[CH:17][C:14]=3[C:15]\2=[O:16])=[CH:2]1. The catalyst class is: 8. Reactant: [NH:1]1[C:9]2[C:4](=[CH:5][CH:6]=[CH:7][CH:8]=2)[C:3](/[CH:10]=[C:11]2\[O:12][C:13]3[CH:20]=[C:19]([OH:21])[CH:18]=[CH:17][C:14]=3[C:15]\2=[O:16])=[CH:2]1.[CH3:22][N:23]([CH2:31][CH2:32][CH2:33][CH2:34][CH2:35][CH2:36][CH2:37][CH2:38][NH:39][CH3:40])[C:24](=[O:30])[O:25][C:26]([CH3:29])([CH3:28])[CH3:27].[CH2:41]=O. (4) Reactant: [C:1]([O:12][CH3:13])(=[O:11])[C:2]1[CH:10]=[CH:9][CH:8]=[C:4]([C:5]([OH:7])=O)[CH:3]=1.C(N(C(C)C)CC)(C)C.CN(C(ON1N=NC2C=CC=NC1=2)=[N+](C)C)C.F[P-](F)(F)(F)(F)F.Cl.[CH3:48][O:49][C:50](=[O:57])[CH2:51][CH2:52][C:53]([CH2:55][NH2:56])=[O:54]. Product: [CH3:48][O:49][C:50](=[O:57])[CH2:51][CH2:52][C:53](=[O:54])[CH2:55][NH:56][C:5]([C:4]1[CH:3]=[C:2]([CH:10]=[CH:9][CH:8]=1)[C:1]([O:12][CH3:13])=[O:11])=[O:7]. The catalyst class is: 59. (5) Product: [O:1]1[CH2:7][CH2:6][CH2:5][N:4]([CH2:8][C:9]#[N:10])[CH2:3][CH2:2]1. Reactant: [O:1]1[CH2:7][CH2:6][CH2:5][N:4]([CH2:8][CH2:9][NH2:10])[CH2:3][CH2:2]1.C(#N)CO.CCOCC. The catalyst class is: 6. (6) Reactant: [C:1]([C:4]1[CH:5]=[C:6]([CH:41]=[CH:42][CH:43]=1)[CH2:7][CH2:8][C:9]1[C:14]([C:15]([F:18])([F:17])[F:16])=[CH:13][N:12]=[C:11]([NH:19][C:20]2[CH:25]=[CH:24][C:23]([CH:26]3[CH2:31][CH2:30][N:29](C(OC(C)(C)C)=O)[CH2:28][CH2:27]3)=[CH:22][C:21]=2[O:39][CH3:40])[N:10]=1)(=[O:3])[NH2:2].C(O)(C(F)(F)F)=O. Product: [CH3:40][O:39][C:21]1[CH:22]=[C:23]([CH:26]2[CH2:31][CH2:30][NH:29][CH2:28][CH2:27]2)[CH:24]=[CH:25][C:20]=1[NH:19][C:11]1[N:10]=[C:9]([CH2:8][CH2:7][C:6]2[CH:5]=[C:4]([CH:43]=[CH:42][CH:41]=2)[C:1]([NH2:2])=[O:3])[C:14]([C:15]([F:16])([F:17])[F:18])=[CH:13][N:12]=1. The catalyst class is: 1. (7) Reactant: CS([O:5][C@H:6]1[CH2:11][CH2:10][C@H:9]([C:12]([F:15])([F:14])[F:13])[CH2:8][CH2:7]1)(=O)=O.O[C:17]1[CH:18]=[C:19]2[C:24](=[CH:25][CH:26]=1)[CH:23]=[C:22]([C:27](=[O:29])[CH3:28])[CH:21]=[CH:20]2.C([O-])([O-])=O.[Cs+].[Cs+]. Product: [F:13][C:12]([F:15])([F:14])[C@@H:9]1[CH2:10][CH2:11][C@H:6]([O:5][C:17]2[CH:18]=[C:19]3[C:24](=[CH:25][CH:26]=2)[CH:23]=[C:22]([C:27](=[O:29])[CH3:28])[CH:21]=[CH:20]3)[CH2:7][CH2:8]1. The catalyst class is: 664.